The task is: Predict the reactants needed to synthesize the given product.. This data is from Full USPTO retrosynthesis dataset with 1.9M reactions from patents (1976-2016). Given the product [ClH:20].[Br:13][C:14]1[C:15]([Cl:22])=[C:16]([O:11][CH:10]2[CH2:9][CH2:8][NH:7][CH2:6][C:5]3[O:12][C:2]([CH3:1])=[CH:3][C:4]2=3)[CH:17]=[C:18]([Cl:20])[CH:19]=1, predict the reactants needed to synthesize it. The reactants are: [CH3:1][C:2]1[O:12][C:5]2[CH2:6][NH:7][CH2:8][CH2:9][CH:10]([OH:11])[C:4]=2[CH:3]=1.[Br:13][C:14]1[C:15]([Cl:22])=[C:16](F)[CH:17]=[C:18]([Cl:20])[CH:19]=1.